Dataset: Catalyst prediction with 721,799 reactions and 888 catalyst types from USPTO. Task: Predict which catalyst facilitates the given reaction. (1) Product: [F:1][C:2]1[CH:3]=[C:4]2[C:9](=[CH:10][CH:11]=1)[CH:8]=[C:7]([OH:12])[CH:6]=[CH:5]2. Reactant: [F:1][C:2]1[CH:3]=[C:4]2[C:9](=[CH:10][CH:11]=1)[CH:8]=[C:7]([O:12][Si](C(C)(C)C)(C)C)[CH:6]=[CH:5]2.[F-].C([N+](CCCC)(CCCC)CCCC)CCC. The catalyst class is: 1. (2) Reactant: [CH2:1]([C:8]1[N:9]=[CH:10][NH:11][CH:12]=1)[C:2]1[CH:7]=[CH:6][CH:5]=[CH:4][CH:3]=1.C([O-])([O-])=O.[K+].[K+].C([O-])([O-])=O.[Cs+].[Cs+].[CH2:25](OS(C)(=O)=O)[CH2:26][C:27]1[CH:32]=[CH:31][CH:30]=[CH:29][CH:28]=1. Product: [CH2:1]([C:8]1[N:9]=[CH:10][N:11]([CH2:25][CH2:26][C:27]2[CH:32]=[CH:31][CH:30]=[CH:29][CH:28]=2)[CH:12]=1)[C:2]1[CH:3]=[CH:4][CH:5]=[CH:6][CH:7]=1. The catalyst class is: 10. (3) Reactant: [CH3:1][O:2][C:3](=[O:22])[C:4]1[CH:9]=[CH:8][C:7]([C:10]#[C:11][CH2:12][CH2:13][O:14][CH:15]2[CH2:20][CH2:19][CH2:18][CH2:17][O:16]2)=[C:6]([NH2:21])[CH:5]=1.[C:23](Cl)(=[O:25])[CH3:24]. Product: [CH3:1][O:2][C:3](=[O:22])[C:4]1[CH:9]=[CH:8][C:7]([C:10]#[C:11][CH2:12][CH2:13][O:14][CH:15]2[CH2:20][CH2:19][CH2:18][CH2:17][O:16]2)=[C:6]([NH:21][C:23](=[O:25])[CH3:24])[CH:5]=1. The catalyst class is: 17. (4) Reactant: C([O-])([O-])=O.[K+].[K+].CS(O[CH2:12][CH2:13][C:14]([F:23])([F:22])[C:15]1[CH:20]=[CH:19][C:18]([F:21])=[CH:17][CH:16]=1)(=O)=O.[CH:24]12[CH2:30][CH:27]([CH2:28][CH2:29]1)[CH2:26][CH:25]2[CH2:31][NH:32][C:33](=[O:41])[C:34]1[CH:39]=[CH:38][CH:37]=[N:36][C:35]=1[SH:40].CCCCCC.CC(=O)OCC. Product: [CH:27]12[CH2:30][CH:24]([CH:25]([CH2:31][NH:32][C:33]([C:34]3[C:35]([S:40][CH2:12][CH2:13][C:14]([F:22])([F:23])[C:15]4[CH:16]=[CH:17][C:18]([F:21])=[CH:19][CH:20]=4)=[N:36][CH:37]=[CH:38][CH:39]=3)=[O:41])[CH2:26]1)[CH2:29][CH2:28]2. The catalyst class is: 3. (5) Reactant: [C:1]([C:5]1[CH:26]=[CH:25][C:8]([CH2:9][NH:10][C:11](=[O:24])[CH:12]([OH:23])[C:13]2[CH:22]=[CH:21][CH:20]=[C:19]3[C:14]=2[CH:15]=[CH:16][N:17]=[CH:18]3)=[CH:7][CH:6]=1)([CH3:4])([CH3:3])[CH3:2].[C:27](OC(=O)C)(=[O:29])[CH3:28]. Product: [C:27]([O:23][CH:12]([C:13]1[CH:22]=[CH:21][CH:20]=[C:19]2[C:14]=1[CH:15]=[CH:16][N:17]=[CH:18]2)[C:11]([NH:10][CH2:9][C:8]1[CH:7]=[CH:6][C:5]([C:1]([CH3:4])([CH3:2])[CH3:3])=[CH:26][CH:25]=1)=[O:24])(=[O:29])[CH3:28]. The catalyst class is: 79.